From a dataset of Full USPTO retrosynthesis dataset with 1.9M reactions from patents (1976-2016). Predict the reactants needed to synthesize the given product. Given the product [CH3:1][O:22][C:21](=[O:23])[CH2:20][CH:18]1[O:17][N:16]=[C:15]([C:10]2[CH:11]=[CH:12][C:13]([Cl:14])=[C:8]([Cl:7])[CH:9]=2)[CH2:19]1, predict the reactants needed to synthesize it. The reactants are: [C:1](Cl)(=O)C.[Na+].[Cl-].[Cl:7][C:8]1[CH:9]=[C:10]([C:15]2[CH2:19][CH:18]([CH2:20][C:21]([OH:23])=[O:22])[O:17][N:16]=2)[CH:11]=[CH:12][C:13]=1[Cl:14].Cl.